This data is from Reaction yield outcomes from USPTO patents with 853,638 reactions. The task is: Predict the reaction yield, written as a fraction of the theoretical maximum amount of product (1.0 means a 100% yield; for example, 0.34 means a 34% yield). (1) The reactants are [NH2:1][C:2]1[S:3][C:4]2[CH2:15][C:14]([O:19][CH3:20])([CH2:16][O:17][CH3:18])[CH2:13][CH2:12][C:5]=2[C:6]=1[C:7](OCC)=[O:8].[CH:21]([NH2:23])=O.C([O-])=O.[NH4+]. No catalyst specified. The product is [CH3:20][O:19][C:14]1([CH2:16][O:17][CH3:18])[CH2:13][CH2:12][C:5]2[C:6]3[C:7]([OH:8])=[N:23][CH:21]=[N:1][C:2]=3[S:3][C:4]=2[CH2:15]1. The yield is 0.840. (2) The reactants are [NH2:1][C:2]1[C:3]([F:15])=[C:4]([CH:9]=[C:10]([N+:12]([O-:14])=[O:13])[CH:11]=1)[C:5]([O:7][CH3:8])=[O:6].CCN(CC)CC.[Cl:23][CH2:24][CH2:25][CH2:26][C:27](Cl)=[O:28]. The catalyst is C(Cl)Cl. The product is [Cl:23][CH2:24][CH2:25][CH2:26][C:27]([NH:1][C:2]1[C:3]([F:15])=[C:4]([CH:9]=[C:10]([N+:12]([O-:14])=[O:13])[CH:11]=1)[C:5]([O:7][CH3:8])=[O:6])=[O:28]. The yield is 0.910. (3) The reactants are [Br:1][C:2]1[CH:3]=[CH:4][C:5]2[C:11]3[S:12][C:13]([C:15]([OH:17])=O)=[CH:14][C:10]=3[CH2:9][CH2:8][O:7][C:6]=2[CH:18]=1.[NH2:19][C:20]1[CH:30]=[CH:29][C:23]([C:24]([N:26]([CH3:28])[CH3:27])=[O:25])=[CH:22][C:21]=1[Cl:31].N1C=CC=CC=1. The catalyst is O=S(Cl)Cl.C1COCC1. The product is [Br:1][C:2]1[CH:3]=[CH:4][C:5]2[C:11]3[S:12][C:13]([C:15]([NH:19][C:20]4[CH:30]=[CH:29][C:23]([C:24](=[O:25])[N:26]([CH3:27])[CH3:28])=[CH:22][C:21]=4[Cl:31])=[O:17])=[CH:14][C:10]=3[CH2:9][CH2:8][O:7][C:6]=2[CH:18]=1. The yield is 0.770. (4) The yield is 0.540. The reactants are [Cl:1][C:2]1[CH:7]=[C:6]([N:8]2[C:13](=[O:14])[NH:12][C:11](=[O:15])[CH:10]=[N:9]2)[CH:5]=[C:4]([Cl:16])[C:3]=1[CH:17]([C:21]1[CH:26]=[CH:25][C:24]([Cl:27])=[CH:23][CH:22]=1)[C:18](=[S:20])[NH2:19].Br[CH:29]([C:37](=O)[C:38]1[CH:43]=[CH:42][CH:41]=[CH:40][CH:39]=1)[C:30]([O:32][C:33]([CH3:36])([CH3:35])[CH3:34])=[O:31].C([O-])([O-])=O.[K+].[K+].Cl. The product is [Cl:27][C:24]1[CH:25]=[CH:26][C:21]([CH:17]([C:3]2[C:2]([Cl:1])=[CH:7][C:6]([N:8]3[C:13](=[O:14])[NH:12][C:11](=[O:15])[CH:10]=[N:9]3)=[CH:5][C:4]=2[Cl:16])[C:18]2[S:20][C:29]([C:30]([O:32][C:33]([CH3:36])([CH3:35])[CH3:34])=[O:31])=[C:37]([C:38]3[CH:43]=[CH:42][CH:41]=[CH:40][CH:39]=3)[N:19]=2)=[CH:22][CH:23]=1. The catalyst is CC#N.O. (5) The reactants are [OH:1][C:2]1[CH:9]=[CH:8][C:7]([N+:10]([O-:12])=[O:11])=[CH:6][C:3]=1[CH:4]=[O:5].[BH4-].[Na+].Cl. The catalyst is [OH-].[Na+].CO. The product is [OH:5][CH2:4][C:3]1[CH:6]=[C:7]([N+:10]([O-:12])=[O:11])[CH:8]=[CH:9][C:2]=1[OH:1]. The yield is 1.00. (6) The reactants are [Br:1][C:2]1[CH:20]=[C:19]([O:21][CH3:22])[CH:18]=[CH:17][C:3]=1[O:4]/[C:5](=[CH:11]\[C:12]([O:14]CC)=[O:13])/[C:6]([O:8]CC)=[O:7].[OH-].[Na+]. The catalyst is C(O)C.O. The product is [Br:1][C:2]1[CH:20]=[C:19]([O:21][CH3:22])[CH:18]=[CH:17][C:3]=1[O:4]/[C:5](=[CH:11]\[C:12]([OH:14])=[O:13])/[C:6]([OH:8])=[O:7]. The yield is 0.880. (7) The reactants are [N-:1]=[N+:2]=[N-:3].[Na+].[Br:5][C:6]1[N:10]2[C:11](=[O:17])[CH:12]=[C:13]([CH2:15]Cl)[N:14]=[C:9]2[S:8][C:7]=1[CH3:18]. The catalyst is O.C(#N)C. The product is [N:1]([CH2:15][C:13]1[N:14]=[C:9]2[S:8][C:7]([CH3:18])=[C:6]([Br:5])[N:10]2[C:11](=[O:17])[CH:12]=1)=[N+:2]=[N-:3]. The yield is 0.820.